From a dataset of Forward reaction prediction with 1.9M reactions from USPTO patents (1976-2016). Predict the product of the given reaction. (1) Given the reactants [C:1]([C:9]1[N:10]([C@H:14]([C:31]([O:33][CH3:34])=[O:32])[CH2:15][C:16]2[CH:21]=[CH:20][C:19]([O:22]C(=O)C3C=CC=CC=3)=[CH:18][CH:17]=2)[CH:11]=[CH:12][CH:13]=1)(=[O:8])[C:2]1[CH:7]=[CH:6][CH:5]=[CH:4][CH:3]=1.C([O-])([O-])=O.[K+].[K+], predict the reaction product. The product is: [CH3:34][O:33][C:31](=[O:32])[C@@H:14]([N:10]1[CH:11]=[CH:12][CH:13]=[C:9]1[C:1](=[O:8])[C:2]1[CH:7]=[CH:6][CH:5]=[CH:4][CH:3]=1)[CH2:15][C:16]1[CH:17]=[CH:18][C:19]([OH:22])=[CH:20][CH:21]=1. (2) Given the reactants [I:1][C:2]1[CH:3]=[C:4]2[C:9](=[CH:10][C:11]=1[O:12][CH3:13])[O:8][CH:7]([C:14]([F:17])([F:16])[F:15])[C:6]([C:18]([O:20]CC)=[O:19])=[CH:5]2.O.[OH-].[Li+], predict the reaction product. The product is: [I:1][C:2]1[CH:3]=[C:4]2[C:9](=[CH:10][C:11]=1[O:12][CH3:13])[O:8][CH:7]([C:14]([F:17])([F:15])[F:16])[C:6]([C:18]([OH:20])=[O:19])=[CH:5]2. (3) Given the reactants [O:1]=[C:2]1[CH:7]=[C:6]([C:8]([OH:10])=O)[CH:5]=[CH:4][NH:3]1.CCN=C=NCCCN(C)C.C1C=CC2N(O)N=NC=2C=1.Cl.[CH3:33][O:34][NH:35][CH3:36].CCN(CC)CC, predict the reaction product. The product is: [CH3:33][O:34][N:35]([CH3:36])[C:8]([C:6]1[CH:5]=[CH:4][NH:3][C:2](=[O:1])[CH:7]=1)=[O:10].